Dataset: Reaction yield outcomes from USPTO patents with 853,638 reactions. Task: Predict the reaction yield, written as a fraction of the theoretical maximum amount of product (1.0 means a 100% yield; for example, 0.34 means a 34% yield). (1) The reactants are [C:1]([NH:4][C:5]1[CH:6]=[CH:7][CH:8]=[C:9]2[C:13]=1[C:12](=[O:14])[N:11]([CH:15]([C:20]1[CH:25]=[CH:24][C:23]([O:26][CH:27]([F:29])[F:28])=[C:22]([O:30][CH2:31][CH3:32])[CH:21]=1)[CH2:16][C:17](O)=[O:18])[CH2:10]2)(=[O:3])[CH3:2].C(N1C=CN=C1)(N1C=CN=C1)=O.[NH:45]1[CH2:50][CH2:49][O:48][CH2:47][CH2:46]1.O. The catalyst is O1CCCC1. The product is [F:29][CH:27]([F:28])[O:26][C:23]1[CH:24]=[CH:25][C:20]([CH:15]([N:11]2[C:12](=[O:14])[C:13]3[C:9](=[CH:8][CH:7]=[CH:6][C:5]=3[NH:4][C:1](=[O:3])[CH3:2])[CH2:10]2)[CH2:16][C:17]([N:45]2[CH2:50][CH2:49][O:48][CH2:47][CH2:46]2)=[O:18])=[CH:21][C:22]=1[O:30][CH2:31][CH3:32]. The yield is 0.720. (2) The reactants are [F:1][C:2]1[C:3]([N+:16]([O-])=O)=[CH:4][C:5]([N+:13]([O-])=O)=[C:6]([CH:8]=[CH:9]N(C)C)[CH:7]=1. The catalyst is CCO.[Ni]. The product is [F:1][C:2]1[CH:7]=[C:6]2[C:5](=[CH:4][C:3]=1[NH2:16])[NH:13][CH:9]=[CH:8]2. The yield is 0.160. (3) The reactants are [H-].[Al+3].[Li+].[H-].[H-].[H-].[CH3:7][O:8][CH:9]([O:23][CH3:24])[CH:10]([S:15][CH2:16][C:17]1[CH:22]=[CH:21][CH:20]=[CH:19][CH:18]=1)[CH2:11][N+:12]([O-])=O.O.[OH-].[Na+]. The catalyst is O1CCCC1.C(OCC)(=O)C. The product is [CH2:16]([S:15][CH:10]([CH:9]([O:8][CH3:7])[O:23][CH3:24])[CH2:11][NH2:12])[C:17]1[CH:22]=[CH:21][CH:20]=[CH:19][CH:18]=1. The yield is 0.760.